From a dataset of Retrosynthesis with 50K atom-mapped reactions and 10 reaction types from USPTO. Predict the reactants needed to synthesize the given product. (1) Given the product CC(=O)OCC1(C)Cc2c(cc(C(C)(C)C)c(OC(C)=O)c2C(C)(C)C)S1, predict the reactants needed to synthesize it. The reactants are: CC(=O)Oc1c(C(C)(C)C)cc2c(c1C(C)(C)C)CC(C)(CI)S2.CC(=O)[O-]. (2) Given the product O=c1c(C2=NS(=O)(=O)c3cc(Br)ccc3N2)c(O)c2cccnc2n1Cc1ccccc1, predict the reactants needed to synthesize it. The reactants are: NS(=O)(=O)c1cc(Br)ccc1NC(=O)c1c(O)c2cccnc2n(Cc2ccccc2)c1=O. (3) Given the product COc1ccc(CN(c2nccs2)S(=O)(=O)c2ccc3c(c2)OCCN3c2ccc(C(F)(F)F)cc2-c2ccnn2C)cc1, predict the reactants needed to synthesize it. The reactants are: COc1ccc(CN(c2nccs2)S(=O)(=O)c2ccc3c(c2)OCCN3c2ccc(C(F)(F)F)cc2Cl)cc1.Cn1nccc1B1OC(C)(C)C(C)(C)O1. (4) Given the product CCC[C@H](NC(=O)[C@@H]1C[C@@]2(CN(c3ccccc3)C(=O)O2)CN1C(=O)[C@@H](NC(=O)CC1CCCCC1)C(C)(C)C)C(O)C(=O)NC1CC1, predict the reactants needed to synthesize it. The reactants are: CC(C)(C)[C@H](NC(=O)CC1CCCCC1)C(=O)N1C[C@@]2(C[C@H]1C(=O)O)CN(c1ccccc1)C(=O)O2.CCC[C@H](N)C(O)C(=O)NC1CC1. (5) Given the product O=C(NC1Cc2ccccc2C1)c1ccc(F)cc1, predict the reactants needed to synthesize it. The reactants are: NC1Cc2ccccc2C1.O=C(Cl)c1ccc(F)cc1.